This data is from Catalyst prediction with 721,799 reactions and 888 catalyst types from USPTO. The task is: Predict which catalyst facilitates the given reaction. (1) The catalyst class is: 3. Reactant: [CH2:1](I)[CH3:2].C(=O)([O-])[O-].[K+].[K+].[CH3:10][O:11][C:12]1[CH:13]=[C:14]([C:20]2[S:21][CH:22]=[C:23]([CH2:25][C:26](=[O:36])[CH2:27][C:28]3[CH:33]=[CH:32][C:31]([OH:34])=[C:30]([OH:35])[CH:29]=3)[N:24]=2)[CH:15]=[CH:16][C:17]=1[O:18][CH3:19].[C:37](OCC)(=O)[CH3:38]. Product: [CH3:10][O:11][C:12]1[CH:13]=[C:14]([C:20]2[S:21][CH:22]=[C:23]([CH2:25][C:26](=[O:36])[CH2:27][C:28]3[CH:33]=[CH:32][C:31]([O:34][CH2:37][CH3:38])=[C:30]([O:35][CH2:1][CH3:2])[CH:29]=3)[N:24]=2)[CH:15]=[CH:16][C:17]=1[O:18][CH3:19]. (2) Reactant: [CH:1]1[C:10]2[C:5](=[CH:6][CH:7]=[CH:8][CH:9]=2)[CH:4]=[CH:3][C:2]=1[C:11]1[C:19]2[C:14](=[N:15][CH:16]=[N:17][C:18]=2[NH2:20])[NH:13][N:12]=1.C([O-])([O-])=O.[K+].[K+].[CH:27]1([CH2:30]Br)[CH2:29][CH2:28]1.O. Product: [CH:27]1([CH2:30][N:13]2[C:14]3=[N:15][CH:16]=[N:17][C:18]([NH2:20])=[C:19]3[C:11]([C:2]3[CH:3]=[CH:4][C:5]4[C:10](=[CH:9][CH:8]=[CH:7][CH:6]=4)[CH:1]=3)=[N:12]2)[CH2:29][CH2:28]1. The catalyst class is: 3. (3) Reactant: [N+:1]([C:4]1[CH:5]=[C:6]2[C:10](=[CH:11][CH:12]=1)[NH:9][CH:8]=[C:7]2[C:13]1[CH2:18][CH2:17][N:16]([C:19]([O:21][C:22]([CH3:25])([CH3:24])[CH3:23])=[O:20])[CH2:15][CH:14]=1)([O-])=O.C(O)(=O)C. Product: [NH2:1][C:4]1[CH:5]=[C:6]2[C:10](=[CH:11][CH:12]=1)[NH:9][CH:8]=[C:7]2[CH:13]1[CH2:18][CH2:17][N:16]([C:19]([O:21][C:22]([CH3:25])([CH3:24])[CH3:23])=[O:20])[CH2:15][CH2:14]1. The catalyst class is: 63. (4) Reactant: [NH2:1][C:2]1[S:3][C:4]([C:24]2[CH:29]=[CH:28][CH:27]=[C:26]([F:30])[CH:25]=2)=[C:5]([C:7]([N:9]2[C@H:14]([CH2:15][NH:16]C(=O)C(F)(F)F)[C@@H:13]3[CH2:23][C@H:10]2[CH2:11][CH2:12]3)=[O:8])[N:6]=1.C([O-])([O-])=O.[K+].[K+]. Product: [NH2:1][C:2]1[S:3][C:4]([C:24]2[CH:29]=[CH:28][CH:27]=[C:26]([F:30])[CH:25]=2)=[C:5]([C:7]([N:9]2[C@H:14]([CH2:15][NH2:16])[C@@H:13]3[CH2:23][C@H:10]2[CH2:11][CH2:12]3)=[O:8])[N:6]=1. The catalyst class is: 5. (5) Reactant: C(=O)([O-])[O-].[K+].[K+].[CH3:7][O:8][C:9]1[CH:14]=[CH:13][C:12]([NH2:15])=[CH:11][CH:10]=1.[CH:16]1[C:25]2[C:20](=[CH:21][CH:22]=[CH:23][CH:24]=2)[CH:19]=[CH:18][C:17]=1[O:26][CH2:27][CH2:28][CH2:29][CH2:30]Cl. Product: [CH3:7][O:8][C:9]1[CH:14]=[CH:13][C:12]([NH:15][CH2:30][CH2:29][CH2:28][CH2:27][O:26][C:17]2[CH:18]=[CH:19][C:20]3[C:25](=[CH:24][CH:23]=[CH:22][CH:21]=3)[CH:16]=2)=[CH:11][CH:10]=1. The catalyst class is: 58. (6) Reactant: C(NC(C)C)(C)C.C([Li])CCC.[C:13]([O:17][C:18]([N:20]1[CH2:25][CH2:24][C:23](=[O:26])[CH2:22][CH2:21]1)=[O:19])([CH3:16])([CH3:15])[CH3:14].C1C=CC(N([S:34]([C:37]([F:40])([F:39])[F:38])(=[O:36])=[O:35])[S:34]([C:37]([F:40])([F:39])[F:38])(=[O:36])=[O:35])=CC=1. Product: [F:38][C:37]([F:40])([F:39])[S:34]([O:26][C:23]1[CH2:24][CH2:25][N:20]([C:18]([O:17][C:13]([CH3:16])([CH3:14])[CH3:15])=[O:19])[CH2:21][CH:22]=1)(=[O:36])=[O:35]. The catalyst class is: 1. (7) The catalyst class is: 1. Reactant: [Br:1][C:2]1[CH:10]=[C:9]2[C:5]([C:6]([CH3:18])=[N:7][N:8]2[C:11]2[CH:16]=[CH:15][N:14]=[C:13]([NH2:17])[N:12]=2)=[CH:4][CH:3]=1.C([N-]C(C)C)(C)C.[Li+].[F:27][CH:28]([F:32])[C:29](=[O:31])[CH3:30]. Product: [NH2:17][C:13]1[N:12]=[C:11]([N:8]2[C:9]3[C:5](=[CH:4][CH:3]=[C:2]([Br:1])[CH:10]=3)[C:6]([CH2:18][C:29]([CH3:30])([OH:31])[CH:28]([F:32])[F:27])=[N:7]2)[CH:16]=[CH:15][N:14]=1.